Dataset: Reaction yield outcomes from USPTO patents with 853,638 reactions. Task: Predict the reaction yield, written as a fraction of the theoretical maximum amount of product (1.0 means a 100% yield; for example, 0.34 means a 34% yield). The reactants are C([O:3][CH:4](OCC)[CH2:5][CH2:6][CH2:7][NH:8][C:9]([O:11][CH2:12][CH:13]1[C:25]2[C:20](=[CH:21][CH:22]=[CH:23][CH:24]=2)[C:19]2[C:14]1=[CH:15][CH:16]=[CH:17][CH:18]=2)=[O:10])C.Cl. The catalyst is O1CCOCC1. The product is [C:9]([NH:8][CH2:7][CH2:6][CH2:5][CH:4]=[O:3])([O:11][CH2:12][CH:13]1[C:25]2[C:20](=[CH:21][CH:22]=[CH:23][CH:24]=2)[C:19]2[C:14]1=[CH:15][CH:16]=[CH:17][CH:18]=2)=[O:10]. The yield is 0.900.